This data is from NCI-60 drug combinations with 297,098 pairs across 59 cell lines. The task is: Regression. Given two drug SMILES strings and cell line genomic features, predict the synergy score measuring deviation from expected non-interaction effect. Drug 1: CC(C1=C(C=CC(=C1Cl)F)Cl)OC2=C(N=CC(=C2)C3=CN(N=C3)C4CCNCC4)N. Drug 2: CCC(=C(C1=CC=CC=C1)C2=CC=C(C=C2)OCCN(C)C)C3=CC=CC=C3.C(C(=O)O)C(CC(=O)O)(C(=O)O)O. Cell line: HCC-2998. Synergy scores: CSS=9.46, Synergy_ZIP=1.56, Synergy_Bliss=4.45, Synergy_Loewe=-2.14, Synergy_HSA=1.37.